Dataset: Forward reaction prediction with 1.9M reactions from USPTO patents (1976-2016). Task: Predict the product of the given reaction. (1) Given the reactants C([O:3][C:4]([C:6]1[C:7]([O:27]C(=O)C)=[C:8]2[C:16]([Cl:17])=[CH:15][N:14]([CH2:18][C:19]3[CH:24]=[CH:23][CH:22]=[C:21]([O:25][CH3:26])[CH:20]=3)[C:9]2=[C:10]([C:12]#[N:13])[N:11]=1)=O)C.[NH2:31][CH2:32][C:33]([OH:35])=[O:34].C[O-].[Na+].CO, predict the reaction product. The product is: [Cl:17][C:16]1[C:8]2[C:9](=[C:10]([C:12]#[N:13])[N:11]=[C:6]([C:4]([NH:31][CH2:32][C:33]([OH:35])=[O:34])=[O:3])[C:7]=2[OH:27])[N:14]([CH2:18][C:19]2[CH:24]=[CH:23][CH:22]=[C:21]([O:25][CH3:26])[CH:20]=2)[CH:15]=1. (2) Given the reactants [C:1]12([CH2:11][NH:12][C:13]([C:15]3[C:20]([Cl:21])=[CH:19][N:18]=[C:17]([C:22]#[C:23][CH2:24][N:25]([CH2:33][CH3:34])C(=O)OC(C)(C)C)[CH:16]=3)=[O:14])[CH2:10][CH:5]3[CH2:6][CH:7]([CH2:9][CH:3]([CH2:4]3)[CH2:2]1)[CH2:8]2, predict the reaction product. The product is: [ClH:21].[C:1]12([CH2:11][NH:12][C:13](=[O:14])[C:15]3[C:20]([Cl:21])=[CH:19][N:18]=[C:17]([CH2:22][CH2:23][CH2:24][NH:25][CH2:33][CH3:34])[CH:16]=3)[CH2:2][CH:3]3[CH2:4][CH:5]([CH2:6][CH:7]([CH2:9]3)[CH2:8]1)[CH2:10]2.